From a dataset of Full USPTO retrosynthesis dataset with 1.9M reactions from patents (1976-2016). Predict the reactants needed to synthesize the given product. (1) Given the product [C:30]1([C:27]2[CH:28]=[CH:29][CH:24]=[CH:25][CH:26]=2)[CH:31]=[CH:32][CH:33]=[CH:34][C:35]=1[NH:36][C:37]([N:21]1[CH2:22][CH2:23][N:18]([CH2:17][CH2:16][NH:15][C:13]([NH:12][C:10]2[C:9]3[C:4](=[CH:5][CH:6]=[CH:7][CH:8]=3)[N:3]=[C:2]([CH3:1])[CH:11]=2)=[O:14])[CH2:19][CH2:20]1)=[O:38], predict the reactants needed to synthesize it. The reactants are: [CH3:1][C:2]1[CH:11]=[C:10]([NH:12][C:13]([NH:15][CH2:16][CH2:17][N:18]2[CH2:23][CH2:22][NH:21][CH2:20][CH2:19]2)=[O:14])[C:9]2[C:4](=[CH:5][CH:6]=[CH:7][CH:8]=2)[N:3]=1.[CH:24]1[CH:29]=[CH:28][C:27]([C:30]2[C:35]([N:36]=[C:37]=[O:38])=[CH:34][CH:33]=[CH:32][CH:31]=2)=[CH:26][CH:25]=1. (2) Given the product [OH:2][C:3]1[CH:4]=[CH:5][CH:6]=[C:7]2[C:12]=1[CH2:11][C@@H:10]([N:13]([CH2:21][CH2:22][CH3:23])[CH2:14][CH2:15][C:16]1[S:17][CH:18]=[CH:19][CH:20]=1)[CH2:9][CH2:8]2, predict the reactants needed to synthesize it. The reactants are: C[O:2][C:3]1[CH:4]=[CH:5][CH:6]=[C:7]2[C:12]=1[CH2:11][C@@H:10]([N:13]([CH2:21][CH2:22][CH3:23])[CH2:14][CH2:15][C:16]1[S:17][CH:18]=[CH:19][CH:20]=1)[CH2:9][CH2:8]2.CN(C)CC. (3) Given the product [F:2][C:3]1[CH:8]=[C:7]([CH:6]=[CH:5][C:4]=1[O:12][C:13]1[C:22]2[C:17](=[CH:18][C:19]([O:25][CH2:26][CH2:27][CH2:28][N:29]3[CH2:30][CH2:31][CH2:32][CH2:33]3)=[C:20]([O:23][CH3:24])[CH:21]=2)[N:16]=[CH:15][CH:14]=1)[NH2:9], predict the reactants needed to synthesize it. The reactants are: Cl.[F:2][C:3]1[CH:8]=[C:7]([N+:9]([O-])=O)[CH:6]=[CH:5][C:4]=1[O:12][C:13]1[C:22]2[C:17](=[CH:18][C:19]([O:25][CH2:26][CH2:27][CH2:28][N:29]3[CH2:33][CH2:32][CH2:31][CH2:30]3)=[C:20]([O:23][CH3:24])[CH:21]=2)[N:16]=[CH:15][CH:14]=1.